Dataset: Forward reaction prediction with 1.9M reactions from USPTO patents (1976-2016). Task: Predict the product of the given reaction. (1) Given the reactants [C:1]([O:5][C:6](=[O:46])[CH2:7][CH2:8][CH:9]([NH:13][C:14]([C:16]1[CH:20]=[C:19]([C:21]2[CH:26]=[C:25]([O:27][C:28]3[CH:33]=[C:32]([C:34]([NH:36][C:37]4[CH:42]=[C:41]([CH3:43])[CH:40]=[CH:39][C:38]=4[F:44])=[O:35])[CH:31]=[CH:30][C:29]=3[F:45])[CH:24]=[CH:23][N:22]=2)[NH:18][CH:17]=1)=[O:15])[C:10](O)=[O:11])([CH3:4])([CH3:3])[CH3:2].CN(C(ON1N=NC2C=CC=NC1=2)=[N+](C)C)C.F[P-](F)(F)(F)(F)F.C(N(CC)C(C)C)(C)C.[CH2:80]([NH2:82])[CH3:81].Cl, predict the reaction product. The product is: [CH2:80]([NH:82][C:10](=[O:11])[CH:9]([NH:13][C:14]([C:16]1[CH:20]=[C:19]([C:21]2[CH:26]=[C:25]([O:27][C:28]3[CH:33]=[C:32]([C:34]([NH:36][C:37]4[CH:42]=[C:41]([CH3:43])[CH:40]=[CH:39][C:38]=4[F:44])=[O:35])[CH:31]=[CH:30][C:29]=3[F:45])[CH:24]=[CH:23][N:22]=2)[NH:18][CH:17]=1)=[O:15])[CH2:8][CH2:7][C:6]([O:5][C:1]([CH3:4])([CH3:3])[CH3:2])=[O:46])[CH3:81]. (2) The product is: [C:17]([CH2:16][N:13]1[C:12]2[CH:20]=[C:21]([F:24])[CH:22]=[CH:23][C:11]=2[O:10][C@H:9]([CH3:25])[C@H:8]([NH:7][C:6](=[O:26])[C:47]([CH3:48])([CH3:46])[C:51]([NH:53][CH2:54][C:55]([F:60])([F:61])[C:56]([F:59])([F:57])[F:58])=[O:52])[C:14]1=[O:15])(=[O:19])[NH2:18]. Given the reactants C(O[C:6](=[O:26])[NH:7][C@@H:8]1[C:14](=[O:15])[N:13]([CH2:16][C:17](=[O:19])[NH2:18])[C:12]2[CH:20]=[C:21]([F:24])[CH:22]=[CH:23][C:11]=2[O:10][C@@H:9]1[CH3:25])(C)(C)C.N[C@@H]1C(=O)N(CC(N)=O)C2C=C(F)C=CC=2O[C@@H]1C.[CH3:46][C:47](C)([C:51]([NH:53][CH2:54][C:55]([F:61])([F:60])[C:56]([F:59])([F:58])[F:57])=[O:52])[C:48](O)=O, predict the reaction product. (3) Given the reactants [H-].[H-].[H-].[H-].[Li+].[Al+3].[F:7][C:8]1[CH:13]=[CH:12][CH:11]=[C:10]([F:14])[C:9]=1[CH2:15][CH2:16][C:17](OCC)=[O:18].C(C(C(C([O-])=O)O)O)([O-])=O.[Na+].[K+], predict the reaction product. The product is: [F:7][C:8]1[CH:13]=[CH:12][CH:11]=[C:10]([F:14])[C:9]=1[CH2:15][CH2:16][CH2:17][OH:18]. (4) Given the reactants [CH3:1][O:2][C:3]1[CH:4]=[C:5]2[C:10](=[CH:11][C:12]=1[O:13][CH3:14])[N:9]=[CH:8][CH:7]=[C:6]2[O:15][C:16]1[CH:22]=[CH:21][C:19]([NH2:20])=[C:18]([F:23])[CH:17]=1.ClC(Cl)(O[C:28](=[O:34])OC(Cl)(Cl)Cl)Cl.[NH2:36][N:37]1[CH2:41][CH2:40][CH2:39][CH2:38]1.C(=O)(O)[O-].[Na+], predict the reaction product. The product is: [CH3:1][O:2][C:3]1[CH:4]=[C:5]2[C:10](=[CH:11][C:12]=1[O:13][CH3:14])[N:9]=[CH:8][CH:7]=[C:6]2[O:15][C:16]1[CH:22]=[CH:21][C:19]([NH:20][C:28]([NH:36][N:37]2[CH2:41][CH2:40][CH2:39][CH2:38]2)=[O:34])=[C:18]([F:23])[CH:17]=1. (5) Given the reactants [CH:1]([C@@H:3]1[CH2:8][CH2:7][C@H:6]([CH3:9])[CH2:5][N:4]1[C:10]([O:12][C:13]([CH3:16])([CH3:15])[CH3:14])=[O:11])=O.[F:17][C:18]1[CH:19]=[CH:20][C:21]([NH2:24])=[N:22][CH:23]=1.CC(O)=O.C(O[BH-](OC(=O)C)OC(=O)C)(=O)C.[Na+], predict the reaction product. The product is: [F:17][C:18]1[CH:19]=[CH:20][C:21]([NH:24][CH2:1][C@@H:3]2[CH2:8][CH2:7][C@H:6]([CH3:9])[CH2:5][N:4]2[C:10]([O:12][C:13]([CH3:16])([CH3:15])[CH3:14])=[O:11])=[N:22][CH:23]=1. (6) Given the reactants Cl[C:2]1[CH:7]=[CH:6][N:5]=[C:4]([N:8]2[CH2:20][CH2:19][N:11]3[C:12]4[CH2:13][CH2:14][CH2:15][CH2:16][C:17]=4[CH:18]=[C:10]3[C:9]2=[O:21])[C:3]=1[C:22]1([OH:26])[CH2:25][O:24][CH2:23]1.[CH3:27][N:28]1[CH:33]=[C:32](B2OC(C)(C)C(C)(C)O2)[CH:31]=[C:30]([NH:43][C:44]2[CH:49]=[CH:48][C:47]([N:50]3[CH2:55][CH2:54][N:53]([CH:56]4[CH2:59][O:58][CH2:57]4)[CH2:52][C@@H:51]3[CH3:60])=[CH:46][N:45]=2)[C:29]1=[O:61].[O-]P([O-])([O-])=O.[K+].[K+].[K+], predict the reaction product. The product is: [OH:26][C:22]1([C:3]2[C:4]([N:8]3[CH2:20][CH2:19][N:11]4[C:12]5[CH2:13][CH2:14][CH2:15][CH2:16][C:17]=5[CH:18]=[C:10]4[C:9]3=[O:21])=[N:5][CH:6]=[CH:7][C:2]=2[C:32]2[CH:31]=[C:30]([NH:43][C:44]3[CH:49]=[CH:48][C:47]([N:50]4[CH2:55][CH2:54][N:53]([CH:56]5[CH2:57][O:58][CH2:59]5)[CH2:52][C@@H:51]4[CH3:60])=[CH:46][N:45]=3)[C:29](=[O:61])[N:28]([CH3:27])[CH:33]=2)[CH2:23][O:24][CH2:25]1. (7) Given the reactants C([O:3][C:4]([C:6]1[CH:7]=[C:8]2[CH2:13][CH2:12][CH2:11][N:9]2[N:10]=1)=[O:5])C.C(OC(C1C=NN2CCCC=12)=O)C.C(#N)C.[OH-].[Na+], predict the reaction product. The product is: [N:10]1[N:9]2[CH2:11][CH2:12][CH2:13][C:8]2=[CH:7][C:6]=1[C:4]([OH:5])=[O:3]. (8) Given the reactants Cl.C1C2C(=CC=CC=2)C=C(C2C=CC(O)=CC=2)N=1.C1C=CC2N(O)N=NC=2C=1.[CH3:29][C:30]([O:33][C:34]([NH:36][C@H:37]([C:59]([OH:61])=[O:60])[CH2:38][CH2:39][CH2:40][N:41]=[C:42]([NH:51]C(OC(C)(C)C)=O)[NH:43]C(OC(C)(C)C)=O)=[O:35])([CH3:32])[CH3:31].CCN=C=NCCCN(C)C.Cl.C(N(CC)C(C)C)(C)C, predict the reaction product. The product is: [C:34]([NH:36][C@H:37]([C:59]([OH:61])=[O:60])[CH2:38][CH2:39][CH2:40][NH:41][C:42](=[NH:43])[NH2:51])([O:33][C:30]([CH3:31])([CH3:29])[CH3:32])=[O:35].